From a dataset of Reaction yield outcomes from USPTO patents with 853,638 reactions. Predict the reaction yield, written as a fraction of the theoretical maximum amount of product (1.0 means a 100% yield; for example, 0.34 means a 34% yield). (1) The reactants are [Cl:1][C:2]1[CH:17]=[C:16]([C:18]2[C:19]3[C:20]4[CH:34]=[CH:33][S:32][C:21]=4[C:22](=[O:31])[NH:23][C:24]=3[C:25]([CH3:30])=[CH:26][C:27]=2[O:28]C)[CH:15]=[CH:14][C:3]=1[CH2:4][CH2:5][NH:6]C(=O)OC(C)(C)C.BrB(Br)Br. No catalyst specified. The product is [ClH:1].[NH2:6][CH2:5][CH2:4][C:3]1[CH:14]=[CH:15][C:16]([C:18]2[C:19]3[C:20]4[CH:34]=[CH:33][S:32][C:21]=4[C:22](=[O:31])[NH:23][C:24]=3[C:25]([CH3:30])=[CH:26][C:27]=2[OH:28])=[CH:17][C:2]=1[Cl:1]. The yield is 0.570. (2) The reactants are [N+:1]([C:4]1[CH:5]=[C:6]([CH:8]=[CH:9][CH:10]=1)[NH2:7])([O-:3])=[O:2].[N+:11]([O-:14])([OH:13])=[O:12].[N:15]#[C:16][NH2:17]. The yield is 0.570. The product is [N+:11]([O-:14])([OH:13])=[O:12].[N+:1]([C:4]1[CH:5]=[C:6]([NH:7][C:16]([NH2:17])=[NH:15])[CH:8]=[CH:9][CH:10]=1)([O-:3])=[O:2]. The catalyst is CCO. (3) The reactants are [Cl:1][C:2]1[CH:7]=[CH:6][C:5]([N:8]2[C:13]([OH:14])=[C:12]([C:15](OCC)=[O:16])[C:11](=[O:20])[N:10]([CH2:21][C:22]3[CH:27]=[CH:26][CH:25]=[CH:24][CH:23]=3)[C:9]2=[O:28])=[CH:4][CH:3]=1.C1CCN2C(=NCCC2)CC1.[NH2:40][CH2:41][C:42]([OH:44])=[O:43]. The catalyst is C(O)C. The product is [Cl:1][C:2]1[CH:3]=[CH:4][C:5]([N:8]2[C:13]([OH:14])=[C:12]([C:15]([NH:40][CH2:41][C:42]([OH:44])=[O:43])=[O:16])[C:11](=[O:20])[N:10]([CH2:21][C:22]3[CH:27]=[CH:26][CH:25]=[CH:24][CH:23]=3)[C:9]2=[O:28])=[CH:6][CH:7]=1. The yield is 0.100. (4) The reactants are [OH:1][C:2]1[CH:7]=[C:6]([CH3:8])[O:5][C:4](=O)[CH:3]=1.C(O)C.[NH3:13].C(Cl)(Cl)Cl. The catalyst is CCOCC. The product is [OH:1][C:2]1[CH:7]=[C:6]([CH3:8])[NH:13][C:4](=[O:5])[CH:3]=1. The yield is 0.880. (5) The reactants are [CH3:1][C:2]1[CH:11]=[CH:10][CH:9]=[C:8]2[C:3]=1[C:4](=[O:46])[N:5]([C:32]1[CH:33]=[C:34](OS(C(F)(F)F)(=O)=O)[CH:35]=[CH:36][CH:37]=1)[C:6]([CH:12]([NH:14][C:15]1[N:23]=[CH:22][N:21]=[C:20]3[C:16]=1[N:17]=[CH:18][N:19]3[CH2:24][O:25][CH2:26][CH2:27][Si:28]([CH3:31])([CH3:30])[CH3:29])[CH3:13])=[N:7]2.[CH3:47][N:48](C=O)C. The catalyst is [C-]#N.[Zn+2].[C-]#N. The product is [CH3:1][C:2]1[CH:11]=[CH:10][CH:9]=[C:8]2[C:3]=1[C:4](=[O:46])[N:5]([C:32]1[CH:33]=[C:34]([CH:35]=[CH:36][CH:37]=1)[C:47]#[N:48])[C:6]([CH:12]([NH:14][C:15]1[N:23]=[CH:22][N:21]=[C:20]3[C:16]=1[N:17]=[CH:18][N:19]3[CH2:24][O:25][CH2:26][CH2:27][Si:28]([CH3:30])([CH3:29])[CH3:31])[CH3:13])=[N:7]2. The yield is 0.660.